Predict the reaction yield, written as a fraction of the theoretical maximum amount of product (1.0 means a 100% yield; for example, 0.34 means a 34% yield). From a dataset of Reaction yield outcomes from USPTO patents with 853,638 reactions. No catalyst specified. The product is [CH3:8][C:4]1[N:3]=[C:2]([C:12]#[C:11][CH2:10][CH2:9][C:13]2[CH:22]=[CH:21][C:20]3[C:15](=[CH:16][CH:17]=[CH:18][CH:19]=3)[N:14]=2)[CH:7]=[CH:6][CH:5]=1. The reactants are Br[C:2]1[CH:7]=[CH:6][CH:5]=[C:4]([CH3:8])[N:3]=1.[CH2:9]([C:13]1[CH:22]=[CH:21][C:20]2[C:15](=[CH:16][CH:17]=[CH:18][CH:19]=2)[N:14]=1)[CH2:10][C:11]#[CH:12]. The yield is 0.300.